From a dataset of Forward reaction prediction with 1.9M reactions from USPTO patents (1976-2016). Predict the product of the given reaction. (1) Given the reactants CCN(C(C)C)C(C)C.OC(C(F)(F)F)=O.[NH2:17][CH2:18][C:19]([N:21]1[CH2:26][CH2:25][N:24]([C:27](=[O:38])[C:28]2[CH:33]=[CH:32][CH:31]=[CH:30][C:29]=2[C:34]([F:37])([F:36])[F:35])[CH2:23][CH2:22]1)=[O:20].C1C=CC2N(O)N=NC=2C=1.CCN=C=NCCCN(C)C.Cl.[CH:61]([C:63]1[CH:71]=[CH:70][C:66]([C:67](O)=[O:68])=[CH:65][CH:64]=1)=[O:62], predict the reaction product. The product is: [CH:61]([C:63]1[CH:71]=[CH:70][C:66]([C:67]([NH:17][CH2:18][C:19](=[O:20])[N:21]2[CH2:22][CH2:23][N:24]([C:27](=[O:38])[C:28]3[CH:33]=[CH:32][CH:31]=[CH:30][C:29]=3[C:34]([F:37])([F:35])[F:36])[CH2:25][CH2:26]2)=[O:68])=[CH:65][CH:64]=1)=[O:62]. (2) Given the reactants [Br:1][C:2]1[CH:7]=[CH:6][CH:5]=[C:4]([P:8]([C:16]2[N:21]=[C:20]([Br:22])[CH:19]=[CH:18][CH:17]=2)[C:9]2[N:14]=[C:13]([Br:15])[CH:12]=[CH:11][CH:10]=2)[N:3]=1.[OH:23]O.O, predict the reaction product. The product is: [Br:22][C:20]1[CH:19]=[CH:18][CH:17]=[C:16]([P:8](=[O:23])([C:9]2[N:14]=[C:13]([Br:15])[CH:12]=[CH:11][CH:10]=2)[C:4]2[N:3]=[C:2]([Br:1])[CH:7]=[CH:6][CH:5]=2)[N:21]=1. (3) Given the reactants C[O:2][C:3]([C:5]1[CH:6]=[C:7]([C:20]2[CH:25]=[CH:24][C:23]([CH3:26])=[CH:22][CH:21]=2)[CH:8]=[C:9]([N:11]2[C:15]([C:16]([F:19])([F:18])[F:17])=[N:14][N:13]=[N:12]2)[CH:10]=1)=[O:4].O[Li].O, predict the reaction product. The product is: [CH3:26][C:23]1[CH:24]=[CH:25][C:20]([C:7]2[CH:8]=[C:9]([N:11]3[C:15]([C:16]([F:18])([F:19])[F:17])=[N:14][N:13]=[N:12]3)[CH:10]=[C:5]([C:3]([OH:4])=[O:2])[CH:6]=2)=[CH:21][CH:22]=1. (4) Given the reactants [CH2:1]([O:8][C:9]1[CH:17]=[CH:16][CH:15]=[C:14]2[C:10]=1[CH:11]=[CH:12][NH:13]2)[C:2]1[CH:7]=[CH:6][CH:5]=[CH:4][CH:3]=1.[CH2:18]=[O:19].[OH-].[Na+], predict the reaction product. The product is: [CH2:1]([O:8][C:9]1[CH:17]=[CH:16][CH:15]=[C:14]2[C:10]=1[CH:11]=[CH:12][N:13]2[CH2:18][OH:19])[C:2]1[CH:3]=[CH:4][CH:5]=[CH:6][CH:7]=1. (5) Given the reactants [Cl:1][C:2]1[C:3]([CH:31]=O)=[C:4]([C:27]([F:30])([F:29])[F:28])[CH:5]=[C:6]2[C:11]=1[NH:10][C:9](=[O:12])[N:8]([CH2:13][C:14]1[CH:19]=[C:18]([Cl:20])[CH:17]=[CH:16][C:15]=1[S:21]([CH2:24][CH3:25])(=[O:23])=[O:22])[C:7]2=[O:26].[C:33]([O:37][C:38](=[O:46])[NH:39][C@H:40]1[CH2:45][CH2:44][CH2:43][NH:42][CH2:41]1)([CH3:36])([CH3:35])[CH3:34], predict the reaction product. The product is: [C:33]([O:37][C:38](=[O:46])[NH:39][C@H:40]1[CH2:45][CH2:44][CH2:43][N:42]([CH2:31][C:3]2[C:2]([Cl:1])=[C:11]3[C:6]([C:7](=[O:26])[N:8]([CH2:13][C:14]4[CH:19]=[C:18]([Cl:20])[CH:17]=[CH:16][C:15]=4[S:21]([CH2:24][CH3:25])(=[O:23])=[O:22])[C:9](=[O:12])[NH:10]3)=[CH:5][C:4]=2[C:27]([F:29])([F:30])[F:28])[CH2:41]1)([CH3:36])([CH3:34])[CH3:35]. (6) Given the reactants [C:1]([N:4]1[C:12]2[C:7](=[CH:8][CH:9]=[C:10]([F:13])[CH:11]=2)[CH2:6][C:5]1=[O:14])(=[O:3])[CH3:2].[C:15]([O:19][C:20]([NH:22][CH2:23][CH2:24][C:25]1[CH:33]=[CH:32][C:28]([C:29](O)=[O:30])=[CH:27][CH:26]=1)=[O:21])([CH3:18])([CH3:17])[CH3:16], predict the reaction product. The product is: [C:1]([N:4]1[C:12]2[C:7](=[CH:8][CH:9]=[C:10]([F:13])[CH:11]=2)[C:6](=[C:29]([OH:30])[C:28]2[CH:27]=[CH:26][C:25]([CH2:24][CH2:23][NH:22][C:20]([O:19][C:15]([CH3:17])([CH3:16])[CH3:18])=[O:21])=[CH:33][CH:32]=2)[C:5]1=[O:14])(=[O:3])[CH3:2]. (7) Given the reactants [CH3:1][S:2]([C:5]1[CH:10]=[CH:9][CH:8]=[CH:7][C:6]=1[C:11](=[O:15])[CH2:12][C:13]#N)(=[O:4])=[O:3].C[Si](Cl)(C)C.[OH2:21].[CH3:22][OH:23], predict the reaction product. The product is: [CH3:1][S:2]([C:5]1[CH:10]=[CH:9][CH:8]=[CH:7][C:6]=1[C:11](=[O:15])[CH2:12][C:13]([O:23][CH3:22])=[O:21])(=[O:4])=[O:3].